From a dataset of Full USPTO retrosynthesis dataset with 1.9M reactions from patents (1976-2016). Predict the reactants needed to synthesize the given product. (1) Given the product [NH2:22][CH2:21][CH:10]([CH2:11][C:12]([CH3:19])([CH3:20])[CH2:13][CH2:14][CH2:15][CH:16]([CH3:17])[CH3:18])[C:9]([OH:23])=[O:8], predict the reactants needed to synthesize it. The reactants are: C([O:8][C:9](=[O:23])[C:10]([C:21]#[N:22])=[CH:11][C:12]([CH3:20])([CH3:19])[CH2:13][CH2:14][CH2:15][CH:16]([CH3:18])[CH3:17])C1C=CC=CC=1.[H][H]. (2) Given the product [NH2:26][C:21]([CH2:22][OH:23])([CH2:24][OH:25])[CH2:20][CH:19]([C:16]1[CH:15]=[CH:14][C:13]([O:12][C:11]2[CH:31]=[CH:32][C:8]([C:6]3[N:7]=[C:3]([CH2:1][CH3:2])[O:4][CH:5]=3)=[CH:9][CH:10]=2)=[CH:18][CH:17]=1)[OH:30], predict the reactants needed to synthesize it. The reactants are: [CH2:1]([C:3]1[O:4][CH:5]=[C:6]([C:8]2[CH:32]=[CH:31][C:11]([O:12][C:13]3[CH:18]=[CH:17][C:16]([CH:19]([OH:30])[CH2:20][C:21]([NH:26]C(=O)C)([CH2:24][OH:25])[CH2:22][OH:23])=[CH:15][CH:14]=3)=[CH:10][CH:9]=2)[N:7]=1)[CH3:2].[OH-].[Na+]. (3) Given the product [S:32]1[CH:33]=[CH:34][N:35]=[C:31]1[CH2:30][NH:29][C:11]([C:9]1[CH:8]=[CH:7][C:6]2[N:2]([CH3:1])[C:3]([NH:14][C:15]3[S:16][C:17]4[CH:23]=[C:22]([O:24][C:25]([F:28])([F:26])[F:27])[CH:21]=[CH:20][C:18]=4[N:19]=3)=[N:4][C:5]=2[CH:10]=1)=[O:12], predict the reactants needed to synthesize it. The reactants are: [CH3:1][N:2]1[C:6]2[CH:7]=[CH:8][C:9]([C:11](O)=[O:12])=[CH:10][C:5]=2[N:4]=[C:3]1[NH:14][C:15]1[S:16][C:17]2[CH:23]=[C:22]([O:24][C:25]([F:28])([F:27])[F:26])[CH:21]=[CH:20][C:18]=2[N:19]=1.[NH2:29][CH2:30][C:31]1[S:32][CH:33]=[CH:34][N:35]=1.CN(C(ON1N=NC2C=CC=CC1=2)=[N+](C)C)C.F[P-](F)(F)(F)(F)F.CCN(C(C)C)C(C)C.